Task: Predict which catalyst facilitates the given reaction.. Dataset: Catalyst prediction with 721,799 reactions and 888 catalyst types from USPTO Reactant: C(OP([CH2:9][C:10]#[N:11])(=O)OCC)C.[Br:12][C:13]1[CH:14]=[C:15]([CH:18]=O)[S:16][CH:17]=1.[NH4+].[Cl-]. Product: [Br:12][C:13]1[CH:14]=[C:15]([CH:18]=[CH:9][C:10]#[N:11])[S:16][CH:17]=1. The catalyst class is: 182.